From a dataset of Full USPTO retrosynthesis dataset with 1.9M reactions from patents (1976-2016). Predict the reactants needed to synthesize the given product. (1) Given the product [C:1]([C@@:4]1([OH:51])[CH2:21][C@H:20]([O:22][C@@H:23]2[O:29][C@@H:28]([CH3:30])[C@H:26]3[O:27][C@H:32]4[N:31]([C@H:25]3[CH2:24]2)[CH2:36][CH2:35][O:34][C@@H:33]4[O:37][CH3:38])[C:19]2[C:18]([OH:40])=[C:17]3[C:8]([C:9](=[O:49])[C:10]4[CH:11]=[CH:12][CH:13]=[C:14]([NH:42][C:43](=[O:48])[C:44]([F:47])([F:46])[F:45])[C:15]=4[C:16]3=[O:41])=[C:7]([OH:50])[C:6]=2[CH2:5]1)(=[O:3])[CH3:2], predict the reactants needed to synthesize it. The reactants are: [C:1]([C@@:4]1([OH:51])[CH2:21][C@H:20]([O:22][C@@H:23]2[O:29][C@@H:28]([CH3:30])[C@@H:26]([OH:27])[CH:25]([N+:31]3([O-])[CH2:36][CH2:35][O:34][C@H:33]([O:37][CH3:38])[CH2:32]3)[CH2:24]2)[C:19]2[C:18]([OH:40])=[C:17]3[C:8]([C:9](=[O:49])[C:10]4[CH:11]=[CH:12][CH:13]=[C:14]([NH:42][C:43](=[O:48])[C:44]([F:47])([F:46])[F:45])[C:15]=4[C:16]3=[O:41])=[C:7]([OH:50])[C:6]=2[CH2:5]1)(=[O:3])[CH3:2].C([O-])([O-])=O.[K+].[K+].N1C(Cl)=NC(Cl)=NC=1Cl.NCC(O)CO. (2) Given the product [CH2:16]([N:13]([CH2:14][CH3:15])[S:10]([C:4]1[CH:5]=[CH:6][C:7]([O:8][CH3:9])=[C:2]([N:1]=[C:32]=[S:33])[CH:3]=1)(=[O:12])=[O:11])[CH3:17], predict the reactants needed to synthesize it. The reactants are: [NH2:1][C:2]1[CH:3]=[C:4]([S:10]([N:13]([CH2:16][CH3:17])[CH2:14][CH3:15])(=[O:12])=[O:11])[CH:5]=[CH:6][C:7]=1[O:8][CH3:9].C(OC1C=CC(C(N)=O)=CC=1N=[C:32]=[S:33])(C)C.